The task is: Predict the reaction yield, written as a fraction of the theoretical maximum amount of product (1.0 means a 100% yield; for example, 0.34 means a 34% yield).. This data is from Reaction yield outcomes from USPTO patents with 853,638 reactions. (1) The reactants are [NH:1]1[CH2:5][CH2:4][CH2:3][CH2:2]1.[C:6]([O:10][C:11]([C:13]1[C:14](OS(C(F)(F)F)(=O)=O)=[N:15][C:16]2[C:21]([C:22]=1[C:23]1[CH:28]=[CH:27][CH:26]=[C:25]([CH:29]([CH3:31])[CH3:30])[CH:24]=1)=[CH:20][C:19]([Cl:32])=[CH:18][CH:17]=2)=[O:12])([CH3:9])([CH3:8])[CH3:7].C(=O)([O-])[O-].[K+].[K+]. The catalyst is CS(C)=O.O. The product is [C:6]([O:10][C:11]([C:13]1[C:14]([N:1]2[CH2:5][CH2:4][CH2:3][CH2:2]2)=[N:15][C:16]2[C:21]([C:22]=1[C:23]1[CH:28]=[CH:27][CH:26]=[C:25]([CH:29]([CH3:30])[CH3:31])[CH:24]=1)=[CH:20][C:19]([Cl:32])=[CH:18][CH:17]=2)=[O:12])([CH3:9])([CH3:8])[CH3:7]. The yield is 0.730. (2) The reactants are [N+:1]([O-:4])([O-])=[O:2].[K+].[CH3:6][O:7][C:8]1[C:13]2[CH2:14][CH2:15][CH2:16][C:17](=[O:19])[CH2:18][C:12]=2[CH:11]=[CH:10][CH:9]=1. The catalyst is C(#N)C.FC(F)(F)C(OC(=O)C(F)(F)F)=O. The product is [CH3:6][O:7][C:8]1[C:13]2[CH2:14][CH2:15][CH2:16][C:17](=[O:19])[CH2:18][C:12]=2[CH:11]=[CH:10][C:9]=1[N+:1]([O-:4])=[O:2]. The yield is 0.346. (3) The reactants are [NH2:1][C:2]1[CH:3]=[N:4][N:5]([CH2:21][C:22]([F:25])([F:24])[F:23])[C:6]=1[N:7]1[CH2:12][CH2:11][N:10]([C:13]([O:15][C:16]([CH3:19])([CH3:18])[CH3:17])=[O:14])[CH:9]([CH3:20])[CH2:8]1.[C:26]([O:30][C:31]([NH:33][C:34]1[S:38][C:37]([C:39]2[C:44]([F:45])=[CH:43][CH:42]=[CH:41][C:40]=2[F:46])=[N:36][C:35]=1[C:47](O)=[O:48])=[O:32])([CH3:29])([CH3:28])[CH3:27].CN(C(ON1N=NC2C=CC=NC1=2)=[N+](C)C)C.F[P-](F)(F)(F)(F)F.O. The catalyst is CN(C=O)C. The product is [C:26]([O:30][C:31]([NH:33][C:34]1[S:38][C:37]([C:39]2[C:44]([F:45])=[CH:43][CH:42]=[CH:41][C:40]=2[F:46])=[N:36][C:35]=1[C:47]([NH:1][C:2]1[CH:3]=[N:4][N:5]([CH2:21][C:22]([F:24])([F:25])[F:23])[C:6]=1[N:7]1[CH2:12][CH2:11][N:10]([C:13]([O:15][C:16]([CH3:19])([CH3:17])[CH3:18])=[O:14])[CH:9]([CH3:20])[CH2:8]1)=[O:48])=[O:32])([CH3:29])([CH3:27])[CH3:28]. The yield is 0.330. (4) The reactants are Cl[C:2]1[CH:11]=[N:10][C:9]2[C:4](=[CH:5][C:6]([CH3:12])=[CH:7][CH:8]=2)[N:3]=1.[CH3:13][O:14][C:15]1[CH:20]=[C:19]([O:21][CH3:22])[CH:18]=[CH:17][C:16]=1[CH2:23][NH2:24].CCOC(C)=O. The catalyst is CS(C)=O. The product is [CH3:13][O:14][C:15]1[CH:20]=[C:19]([O:21][CH3:22])[CH:18]=[CH:17][C:16]=1[CH2:23][NH:24][C:2]1[CH:11]=[N:10][C:9]2[C:4](=[CH:5][C:6]([CH3:12])=[CH:7][CH:8]=2)[N:3]=1. The yield is 0.970.